From a dataset of Reaction yield outcomes from USPTO patents with 853,638 reactions. Predict the reaction yield, written as a fraction of the theoretical maximum amount of product (1.0 means a 100% yield; for example, 0.34 means a 34% yield). The product is [CH3:25][C@:12]([C:19]1[CH:20]=[CH:21][CH:22]=[CH:23][CH:24]=1)([CH2:13][CH2:14][C:15]([CH3:16])([CH3:17])[CH3:18])[C:11]([OH:26])=[O:28]. The catalyst is O1CCOCC1. The reactants are OC[C@@H](N[C:11](=[O:26])[C@@:12]([CH3:25])([C:19]1[CH:24]=[CH:23][CH:22]=[CH:21][CH:20]=1)[CH2:13][CH2:14][C:15]([CH3:18])([CH3:17])[CH3:16])C1C=CC=CC=1.S(=O)(=O)(O)[OH:28]. The yield is 0.980.